This data is from Reaction yield outcomes from USPTO patents with 853,638 reactions. The task is: Predict the reaction yield, written as a fraction of the theoretical maximum amount of product (1.0 means a 100% yield; for example, 0.34 means a 34% yield). (1) The reactants are CC(O)=O.CCN(C(C)C)C(C)C.[C:14]([O:18][CH2:19][CH3:20])(=[O:17])[C:15]#[CH:16].[N:21]([CH2:24][CH2:25][CH2:26][CH2:27][N:28]1[CH:33]=[CH:32][C:31]([NH:34][C:35](=[O:48])[CH2:36][C:37]2[CH:42]=[CH:41][CH:40]=[C:39]([O:43][C:44]([F:47])([F:46])[F:45])[CH:38]=2)=[CH:30][C:29]1=[O:49])=[N+:22]=[N-:23]. The catalyst is C(Cl)Cl.[Cu]I. The product is [O:49]=[C:29]1[CH:30]=[C:31]([NH:34][C:35](=[O:48])[CH2:36][C:37]2[CH:42]=[CH:41][CH:40]=[C:39]([O:43][C:44]([F:47])([F:45])[F:46])[CH:38]=2)[CH:32]=[CH:33][N:28]1[CH2:27][CH2:26][CH2:25][CH2:24][N:21]1[CH:16]=[C:15]([C:14]([O:18][CH2:19][CH3:20])=[O:17])[N:23]=[N:22]1. The yield is 0.880. (2) The reactants are [F:1][C:2]1[CH:3]=[CH:4][C:5]([CH3:9])=[C:6]([CH:8]=1)[NH2:7].C(=O)([O-])[O-].[Ca+2].[C:15](Cl)(Cl)=[S:16].C(Cl)Cl.O. The catalyst is C(Cl)Cl. The product is [F:1][C:2]1[CH:3]=[CH:4][C:5]([CH3:9])=[C:6]([N:7]=[C:15]=[S:16])[CH:8]=1. The yield is 0.880.